Dataset: Reaction yield outcomes from USPTO patents with 853,638 reactions. Task: Predict the reaction yield, written as a fraction of the theoretical maximum amount of product (1.0 means a 100% yield; for example, 0.34 means a 34% yield). (1) The reactants are [BH4-].[Na+].C(O)(=O)C(O)=O.[C:9]([CH2:11][C:12]1[CH:17]=[C:16]([O:18][CH3:19])[C:15]([O:20][CH3:21])=[CH:14][C:13]=1[CH2:22][CH2:23][NH:24][CH2:25][CH2:26][C:27](OCC)=[O:28])#[N:10].CO.Cl. The catalyst is C1COCC1.O.ClCCl. The product is [OH:28][CH2:27][CH2:26][CH2:25][NH:24][CH2:23][CH2:22][C:13]1[CH:14]=[C:15]([O:20][CH3:21])[C:16]([O:18][CH3:19])=[CH:17][C:12]=1[CH2:11][C:9]#[N:10]. The yield is 0.850. (2) The reactants are [NH2:1][C:2]1[CH:3]=[C:4]([C:7]([C:10]2[CH:15]=[CH:14][C:13]([Cl:16])=[CH:12][C:11]=2[Cl:17])=[CH:8][N:9]=1)[C:5]#[N:6].C1C(=O)N([Cl:25])C(=O)C1.CCOC(C)=O. The catalyst is CN(C=O)C. The product is [NH2:1][C:2]1[C:3]([Cl:25])=[C:4]([C:7]([C:10]2[CH:15]=[CH:14][C:13]([Cl:16])=[CH:12][C:11]=2[Cl:17])=[CH:8][N:9]=1)[C:5]#[N:6]. The yield is 0.870.